From a dataset of Reaction yield outcomes from USPTO patents with 853,638 reactions. Predict the reaction yield, written as a fraction of the theoretical maximum amount of product (1.0 means a 100% yield; for example, 0.34 means a 34% yield). (1) The reactants are [CH3:1][Si](C=[N+]=[N-])(C)C.[OH:8][C:9]1[CH:17]=[C:16]2[C:12]([CH:13]=[C:14]([C:18]([OH:20])=[O:19])[NH:15]2)=[CH:11][CH:10]=1. The catalyst is CO. The product is [OH:8][C:9]1[CH:17]=[C:16]2[C:12]([CH:13]=[C:14]([C:18]([O:20][CH3:1])=[O:19])[NH:15]2)=[CH:11][CH:10]=1. The yield is 0.860. (2) The reactants are [CH2:1](Cl)Cl.[C:4](O)([C:6](F)(F)F)=[O:5].[OH2:11].[C:12]12[CH:35]=[C:33]3[N:34]=[C:30]([CH:31]=[CH:32]3)[CH:29]=[C:27]3[NH:28][C:24]([CH:25]=[CH:26]3)=C[C:21]3=[N:22][C:18]([CH:19]=[CH:20]3)=[CH:17][C:15]([NH:16]1)=[CH:14][CH:13]=2. No catalyst specified. The product is [CH:1]([C:35]1[C:12]2[NH:16][C:15]([CH:17]=[C:18]3[N:22]=[C:21]([C:6]([CH:4]=[O:5])=[C:24]4[NH:28][C:27](=[CH:29][C:30]5[CH:31]=[CH:32][C:33]=1[N:34]=5)[CH:26]=[CH:25]4)[CH:20]=[CH:19]3)=[CH:14][CH:13]=2)=[O:11]. The yield is 0.900. (3) The yield is 0.550. The reactants are Br[C:2]1[CH:3]=[CH:4][C:5]2[S:9][C:8]([CH2:10][O:11][C:12]3[C:13]([F:22])=[C:14]([C:18]([F:21])=[CH:19][CH:20]=3)[C:15]([NH2:17])=[O:16])=[N:7][C:6]=2[CH:23]=1.[CH2:24]([Sn](CCCC)(CCCC)CCCC)[CH:25]=[CH2:26]. The product is [CH2:26]([C:2]1[CH:3]=[CH:4][C:5]2[S:9][C:8]([CH2:10][O:11][C:12]3[C:13]([F:22])=[C:14]([C:18]([F:21])=[CH:19][CH:20]=3)[C:15]([NH2:17])=[O:16])=[N:7][C:6]=2[CH:23]=1)[CH:25]=[CH2:24]. The catalyst is CN(C=O)C.[Pd].C1(P(C2C=CC=CC=2)C2C=CC=CC=2)C=CC=CC=1.C1(P(C2C=CC=CC=2)C2C=CC=CC=2)C=CC=CC=1.C1(P(C2C=CC=CC=2)C2C=CC=CC=2)C=CC=CC=1.C1(P(C2C=CC=CC=2)C2C=CC=CC=2)C=CC=CC=1. (4) The reactants are [NH:1]1[C:9]2[C:4](=[CH:5][CH:6]=[C:7]([C:10]#[N:11])[CH:8]=2)[CH:3]=[CH:2]1.[H-].[Na+].[S:14](Cl)([C:17]1[CH:23]=[CH:22][C:20]([CH3:21])=[CH:19][CH:18]=1)(=[O:16])=[O:15]. The catalyst is C1COCC1. The product is [S:14]([N:1]1[C:9]2[C:4](=[CH:5][CH:6]=[C:7]([C:10]#[N:11])[CH:8]=2)[CH:3]=[CH:2]1)([C:17]1[CH:23]=[CH:22][C:20]([CH3:21])=[CH:19][CH:18]=1)(=[O:16])=[O:15]. The yield is 0.670. (5) The reactants are [CH3:1][N:2]([CH3:7])[CH2:3][C:4](O)=[O:5].Cl.C(N=C=NCCCN(C)C)C.ON1C2C=CC=CC=2N=N1.C(N(C(C)C)CC)(C)C.[NH:39]1[CH2:44][CH2:43][CH2:42][CH:41]([C:45]2[CH:50]=[CH:49][C:48]([C:51]3[O:52][C:53]4[C:59]([C:60]([NH2:62])=[O:61])=[CH:58][CH:57]=[CH:56][C:54]=4[N:55]=3)=[CH:47][CH:46]=2)[CH2:40]1. The catalyst is CN(C=O)C.O.C(OCC)(=O)C. The product is [CH3:1][N:2]([CH3:7])[CH2:3][C:4]([N:39]1[CH2:44][CH2:43][CH2:42][CH:41]([C:45]2[CH:50]=[CH:49][C:48]([C:51]3[O:52][C:53]4[C:59]([C:60]([NH2:62])=[O:61])=[CH:58][CH:57]=[CH:56][C:54]=4[N:55]=3)=[CH:47][CH:46]=2)[CH2:40]1)=[O:5]. The yield is 0.150. (6) The reactants are C[O:2][C:3]1[CH:4]=[C:5]([CH2:20][C:21]([F:24])([F:23])[F:22])[C:6]2[O:10][C:9]([C:11]3[CH:16]=[CH:15][C:14]([O:17]C)=[CH:13][CH:12]=3)=[CH:8][C:7]=2[CH:19]=1.Cl.N1C=CC=CC=1. The catalyst is O. The product is [OH:17][C:14]1[CH:15]=[CH:16][C:11]([C:9]2[O:10][C:6]3[C:5]([CH2:20][C:21]([F:24])([F:22])[F:23])=[CH:4][C:3]([OH:2])=[CH:19][C:7]=3[CH:8]=2)=[CH:12][CH:13]=1. The yield is 0.650. (7) The reactants are [O-]P([O-])([O-])=O.[K+].[K+].[K+].[CH2:9]([O:16][C:17]([NH:19][C:20]1[C:21]([C:31]([NH:33][C:34]2[CH:35]=[N:36][CH:37]=[CH:38][C:39]=2[N:40]2[CH2:45][C@H:44]([CH3:46])[C@H:43]([NH:47][C:48](=[O:51])[O:49][CH3:50])[C@H:42]([NH:52][C:53](=[O:59])[O:54][C:55]([CH3:58])([CH3:57])[CH3:56])[CH2:41]2)=[O:32])=[N:22][C:23]2[C:28]([CH:29]=1)=[CH:27][CH:26]=[C:25](Br)[CH:24]=2)=[O:18])[C:10]1[CH:15]=[CH:14][CH:13]=[CH:12][CH:11]=1.[CH3:60][C:61]1(C)C(C)(C)OB(C=C)O1.O. The catalyst is O1CCOCC1.C1(P(C2CCCCC2)C2C=CC=CC=2C2C(C(C)C)=CC(C(C)C)=CC=2C(C)C)CCCCC1.NC1C=CC=CC=1C1C=CC=CC=1[Pd]Cl. The product is [CH2:9]([O:16][C:17]([NH:19][C:20]1[C:21]([C:31]([NH:33][C:34]2[CH:35]=[N:36][CH:37]=[CH:38][C:39]=2[N:40]2[CH2:45][C@H:44]([CH3:46])[C@H:43]([NH:47][C:48](=[O:51])[O:49][CH3:50])[C@H:42]([NH:52][C:53](=[O:59])[O:54][C:55]([CH3:58])([CH3:57])[CH3:56])[CH2:41]2)=[O:32])=[N:22][C:23]2[C:28]([CH:29]=1)=[CH:27][CH:26]=[C:25]([CH:60]=[CH2:61])[CH:24]=2)=[O:18])[C:10]1[CH:15]=[CH:14][CH:13]=[CH:12][CH:11]=1. The yield is 0.490.